This data is from CYP3A4 inhibition data for predicting drug metabolism from PubChem BioAssay. The task is: Regression/Classification. Given a drug SMILES string, predict its absorption, distribution, metabolism, or excretion properties. Task type varies by dataset: regression for continuous measurements (e.g., permeability, clearance, half-life) or binary classification for categorical outcomes (e.g., BBB penetration, CYP inhibition). Dataset: cyp3a4_veith. (1) The compound is COc1ccc2[nH]cc(CCNc3nc(-c4c(C)noc4C)nc4ccccc34)c2c1. The result is 1 (inhibitor). (2) The drug is Brc1[nH]nc2ccccc12. The result is 0 (non-inhibitor). (3) The molecule is O=C(CN1C(=O)c2ccccc2C1=O)NC1(C(=O)O)CCCC1. The result is 0 (non-inhibitor). (4) The molecule is Cc1ccc(/C=N/NC(=O)c2cc3c(ccc4ccccc43)o2)cc1[N+](=O)[O-]. The result is 0 (non-inhibitor). (5) The molecule is C[C@@H](C(=O)NCc1ccccn1)[C@@H]1C[C@@]1(C)[C@@H](NC(=O)OCc1ccccc1)c1ccccc1. The result is 1 (inhibitor). (6) The drug is O=C(NCc1ccc2c(c1)OCO2)C1CC(=O)N(C2CCCC2)C1. The result is 1 (inhibitor). (7) The molecule is CCC(C)(C(=O)NC1CCCC1)N(CC1CCCO1)C(=O)c1ccc2c(c1)OCO2. The result is 1 (inhibitor). (8) The compound is CS(=O)(=O)c1nc2ccccc2n1Cc1ccccc1. The result is 0 (non-inhibitor). (9) The drug is CCC(=O)N(c1ccc(F)cc1)C1C=CS(=O)(=O)C1. The result is 0 (non-inhibitor). (10) The molecule is CCOc1ccc(OCCOc2ncnc3ccccc23)cc1. The result is 0 (non-inhibitor).